This data is from Reaction yield outcomes from USPTO patents with 853,638 reactions. The task is: Predict the reaction yield, written as a fraction of the theoretical maximum amount of product (1.0 means a 100% yield; for example, 0.34 means a 34% yield). (1) The product is [CH3:16][C:17]1([OH:21])[CH2:20][N:19]([CH2:10][C:7]2[CH:6]=[CH:5][C:4]([N+:1]([O-:3])=[O:2])=[CH:9][N:8]=2)[CH2:18]1. The reactants are [N+:1]([C:4]1[CH:5]=[CH:6][C:7]([CH2:10]OS(C)(=O)=O)=[N:8][CH:9]=1)([O-:3])=[O:2].[CH3:16][C:17]1([OH:21])[CH2:20][NH:19][CH2:18]1.C(N(CC)CC)C. The catalyst is CO.CO.C1COCC1. The yield is 0.480. (2) The reactants are [S:1]1[C:5]2[CH:6]=[C:7]([N:10]3[CH2:14][CH2:13][NH:12][C:11]3=[O:15])[CH:8]=[CH:9][C:4]=2[N:3]=[CH:2]1.Br[C:17]1[CH:18]=[N:19][CH:20]=[CH:21][C:22]=1[C:23]([F:26])([F:25])[F:24].N[C@@H]1CCCC[C@H]1N.P([O-])([O-])([O-])=O.[K+].[K+].[K+]. The catalyst is [Cu](I)I.O1CCOCC1. The product is [S:1]1[C:5]2[CH:6]=[C:7]([N:10]3[CH2:14][CH2:13][N:12]([C:17]4[CH:18]=[N:19][CH:20]=[CH:21][C:22]=4[C:23]([F:26])([F:25])[F:24])[C:11]3=[O:15])[CH:8]=[CH:9][C:4]=2[N:3]=[CH:2]1. The yield is 0.120.